Dataset: Peptide-MHC class II binding affinity with 134,281 pairs from IEDB. Task: Regression. Given a peptide amino acid sequence and an MHC pseudo amino acid sequence, predict their binding affinity value. This is MHC class II binding data. (1) The peptide sequence is MNIKLQMPLYVAGYK. The MHC is DRB1_0701 with pseudo-sequence DRB1_0701. The binding affinity (normalized) is 0.391. (2) The peptide sequence is KRFFLPVFSDEVLAG. The MHC is DRB1_0101 with pseudo-sequence DRB1_0101. The binding affinity (normalized) is 0.985. (3) The peptide sequence is ELQMSWLPLCVRLER. The MHC is DRB4_0103 with pseudo-sequence DRB4_0103. The binding affinity (normalized) is 0.683. (4) The peptide sequence is SMSLFEVDQTKIQYV. The MHC is DRB1_0701 with pseudo-sequence DRB1_0701. The binding affinity (normalized) is 0.429. (5) The MHC is HLA-DQA10301-DQB10301 with pseudo-sequence HLA-DQA10301-DQB10301. The peptide sequence is NAGFKAALAAAAGVP. The binding affinity (normalized) is 0.308. (6) The MHC is DRB1_0405 with pseudo-sequence DRB1_0405. The peptide sequence is SVKRSNGSAEVHRGA. The binding affinity (normalized) is 0. (7) The peptide sequence is PCRAGFETNVSHNVQ. The MHC is DRB1_1201 with pseudo-sequence DRB1_1201. The binding affinity (normalized) is 0.304. (8) The peptide sequence is DEVFAILNLSIDS. The MHC is DRB5_0101 with pseudo-sequence DRB5_0101. The binding affinity (normalized) is 0.213.